From a dataset of NCI-60 drug combinations with 297,098 pairs across 59 cell lines. Regression. Given two drug SMILES strings and cell line genomic features, predict the synergy score measuring deviation from expected non-interaction effect. (1) Drug 1: C1=CC=C(C=C1)NC(=O)CCCCCCC(=O)NO. Drug 2: CN(C(=O)NC(C=O)C(C(C(CO)O)O)O)N=O. Cell line: MDA-MB-435. Synergy scores: CSS=42.9, Synergy_ZIP=3.56, Synergy_Bliss=7.90, Synergy_Loewe=-31.9, Synergy_HSA=0.540. (2) Drug 1: C1CCC(CC1)NC(=O)N(CCCl)N=O. Drug 2: C1=CC=C(C=C1)NC(=O)CCCCCCC(=O)NO. Cell line: MOLT-4. Synergy scores: CSS=70.3, Synergy_ZIP=2.03, Synergy_Bliss=3.09, Synergy_Loewe=-4.85, Synergy_HSA=4.10. (3) Drug 1: CS(=O)(=O)C1=CC(=C(C=C1)C(=O)NC2=CC(=C(C=C2)Cl)C3=CC=CC=N3)Cl. Drug 2: CCC1(C2=C(COC1=O)C(=O)N3CC4=CC5=C(C=CC(=C5CN(C)C)O)N=C4C3=C2)O.Cl. Cell line: HCT-15. Synergy scores: CSS=34.5, Synergy_ZIP=1.83, Synergy_Bliss=6.53, Synergy_Loewe=-15.8, Synergy_HSA=6.39. (4) Drug 1: CN(C)N=NC1=C(NC=N1)C(=O)N. Drug 2: CC1=C(C(=O)C2=C(C1=O)N3CC4C(C3(C2COC(=O)N)OC)N4)N. Cell line: IGROV1. Synergy scores: CSS=31.9, Synergy_ZIP=2.25, Synergy_Bliss=7.94, Synergy_Loewe=6.30, Synergy_HSA=11.0. (5) Drug 1: CN1C2=C(C=C(C=C2)N(CCCl)CCCl)N=C1CCCC(=O)O.Cl. Drug 2: CN(CC1=CN=C2C(=N1)C(=NC(=N2)N)N)C3=CC=C(C=C3)C(=O)NC(CCC(=O)O)C(=O)O. Cell line: HCT116. Synergy scores: CSS=50.9, Synergy_ZIP=0.785, Synergy_Bliss=-5.87, Synergy_Loewe=-35.7, Synergy_HSA=-7.08. (6) Drug 1: C1CNP(=O)(OC1)N(CCCl)CCCl. Drug 2: CC12CCC3C(C1CCC2OP(=O)(O)O)CCC4=C3C=CC(=C4)OC(=O)N(CCCl)CCCl.[Na+]. Cell line: NCI-H460. Synergy scores: CSS=3.71, Synergy_ZIP=-0.673, Synergy_Bliss=-0.813, Synergy_Loewe=-2.50, Synergy_HSA=-1.82. (7) Drug 1: CC(C)(C#N)C1=CC(=CC(=C1)CN2C=NC=N2)C(C)(C)C#N. Drug 2: CC(C)NC(=O)C1=CC=C(C=C1)CNNC.Cl. Cell line: PC-3. Synergy scores: CSS=0.528, Synergy_ZIP=0.754, Synergy_Bliss=1.01, Synergy_Loewe=0.804, Synergy_HSA=-1.10. (8) Drug 1: CCC1(CC2CC(C3=C(CCN(C2)C1)C4=CC=CC=C4N3)(C5=C(C=C6C(=C5)C78CCN9C7C(C=CC9)(C(C(C8N6C=O)(C(=O)OC)O)OC(=O)C)CC)OC)C(=O)OC)O.OS(=O)(=O)O. Drug 2: CC12CCC3C(C1CCC2OP(=O)(O)O)CCC4=C3C=CC(=C4)OC(=O)N(CCCl)CCCl.[Na+]. Cell line: MCF7. Synergy scores: CSS=4.50, Synergy_ZIP=2.80, Synergy_Bliss=4.39, Synergy_Loewe=0.496, Synergy_HSA=-1.44. (9) Drug 1: CCCCC(=O)OCC(=O)C1(CC(C2=C(C1)C(=C3C(=C2O)C(=O)C4=C(C3=O)C=CC=C4OC)O)OC5CC(C(C(O5)C)O)NC(=O)C(F)(F)F)O. Drug 2: C(CC(=O)O)C(=O)CN.Cl. Cell line: MCF7. Synergy scores: CSS=41.8, Synergy_ZIP=0.246, Synergy_Bliss=1.27, Synergy_Loewe=1.06, Synergy_HSA=1.25. (10) Drug 1: C1C(C(OC1N2C=NC3=C(N=C(N=C32)Cl)N)CO)O. Drug 2: CC1CCCC2(C(O2)CC(NC(=O)CC(C(C(=O)C(C1O)C)(C)C)O)C(=CC3=CSC(=N3)C)C)C. Cell line: T-47D. Synergy scores: CSS=33.4, Synergy_ZIP=-2.85, Synergy_Bliss=-6.10, Synergy_Loewe=-23.9, Synergy_HSA=-7.27.